From a dataset of Catalyst prediction with 721,799 reactions and 888 catalyst types from USPTO. Predict which catalyst facilitates the given reaction. Reactant: [CH3:1][CH:2]([CH3:18])[CH2:3][C:4](=[O:17])[CH2:5][N:6]1C(=O)C2C(=CC=CC=2)C1=O.[ClH:19]. Product: [ClH:19].[NH2:6][CH2:5][C:4](=[O:17])[CH2:3][CH:2]([CH3:18])[CH3:1]. The catalyst class is: 86.